Task: Predict which catalyst facilitates the given reaction.. Dataset: Catalyst prediction with 721,799 reactions and 888 catalyst types from USPTO (1) Reactant: [CH3:1][C:2]1[N:11]=[C:10]([O:12][C:13]2[CH:18]=[CH:17][CH:16]=[C:15]([C:19]([F:22])([F:21])[F:20])[CH:14]=2)[C:9]2[C:4](=[C:5]([NH2:23])[CH:6]=[CH:7][CH:8]=2)[N:3]=1.[Cl:24][C:25]1[C:30]([C:31](O)=[O:32])=[C:29]([F:34])[C:28]([CH2:35][NH:36][C:37](=[O:42])[C:38]([CH3:41])([CH3:40])[CH3:39])=[CH:27][CH:26]=1.C(Cl)(=O)C(Cl)=O.CCN(C(C)C)C(C)C. Product: [Cl:24][C:25]1[C:30]([C:31]([NH:23][C:5]2[CH:6]=[CH:7][CH:8]=[C:9]3[C:4]=2[N:3]=[C:2]([CH3:1])[N:11]=[C:10]3[O:12][C:13]2[CH:18]=[CH:17][CH:16]=[C:15]([C:19]([F:22])([F:20])[F:21])[CH:14]=2)=[O:32])=[C:29]([F:34])[C:28]([CH2:35][NH:36][C:37](=[O:42])[C:38]([CH3:40])([CH3:39])[CH3:41])=[CH:27][CH:26]=1. The catalyst class is: 85. (2) Reactant: C(N(CC)C(C)C)(C)C.OC(C(F)(F)F)=O.[NH:17]1[C:21]2=[N:22][CH:23]=[CH:24][C:25]([C:26]3[CH:27]=[N:28][N:29]([C:31]4([CH2:35][C:36]#[N:37])[CH2:34][NH:33][CH2:32]4)[CH:30]=3)=[C:20]2[CH:19]=[CH:18]1.[F:38][C:39]1[CH:40]=[C:41]([CH:46]=[CH:47][C:48]=1F)[C:42]([O:44][CH3:45])=[O:43].C([O-])(O)=O.[Na+]. Product: [C:36]([CH2:35][C:31]1([N:29]2[CH:30]=[C:26]([C:25]3[CH:24]=[CH:23][N:22]=[C:21]4[NH:17][CH:18]=[CH:19][C:20]=34)[CH:27]=[N:28]2)[CH2:32][N:33]([C:48]2[CH:47]=[CH:46][C:41]([C:42]([O:44][CH3:45])=[O:43])=[CH:40][C:39]=2[F:38])[CH2:34]1)#[N:37]. The catalyst class is: 60. (3) Reactant: [F:1][C:2]1[CH:3]=[C:4]([CH:16]=[C:17]([S:19]([CH3:22])(=[O:21])=[O:20])[CH:18]=1)[O:5][CH2:6][CH2:7][NH:8]C(=O)OC(C)(C)C.Cl.[OH-].[Na+]. Product: [F:1][C:2]1[CH:3]=[C:4]([CH:16]=[C:17]([S:19]([CH3:22])(=[O:21])=[O:20])[CH:18]=1)[O:5][CH2:6][CH2:7][NH2:8]. The catalyst class is: 14. (4) Reactant: O.O.Cl[Sn]Cl.[CH3:6][O:7][C:8]1[CH:9]=[C:10]2[C:15](=[C:16]([N+:18]([O-])=O)[CH:17]=1)[N:14]=[CH:13][CH:12]=[CH:11]2.[OH-].[Na+]. Product: [CH3:6][O:7][C:8]1[CH:9]=[C:10]2[C:15](=[C:16]([NH2:18])[CH:17]=1)[N:14]=[CH:13][CH:12]=[CH:11]2. The catalyst class is: 8.